The task is: Binary Classification. Given a miRNA mature sequence and a target amino acid sequence, predict their likelihood of interaction.. This data is from Experimentally validated miRNA-target interactions with 360,000+ pairs, plus equal number of negative samples. (1) The miRNA is mmu-miR-683 with sequence CCUGCUGUAAGCUGUGUCCUC. The protein sequence of the target gene is MGESIPLAAPVPVEQAVLETFFSHLGIFSYDKAKDNVEKEREANKSAGGSWLSLLAALAHLAAAEKVYHSLTYLGQKLGGQSFFSRKDSIRTIYTSLHNELKKVVTGRGALGGTAPHVEELLSHLSEQLCFFVQARMEMADFYEKMYTLSTQKFINAEELVGLLDAIMKKYSSRFHHPILSPLESSFQLEVDVLCHLLKAQAQVSEWKFLPSLVNLHSAHTKLQTWGQIFEKQRETKKHLFGGQSQKAVQPPHLFLWLMKLKNMLLAKFSFYFHEALSRQTTASEMKTLTAKANPDFFGK.... Result: 0 (no interaction). (2) The miRNA is hsa-miR-218-5p with sequence UUGUGCUUGAUCUAACCAUGU. The protein sequence of the target gene is MAAVWQQVLAVDARYNAYRTPTFPQFRTQYIRRRSQLLRENAKAGHPPALRRQYLRLRGQLLGQRYGPLSEPGSARAYSNSIVRSSRTTLDRMEDFEDDPRALGARGHRRSVSRGSYQLQAQMNRAVYEDRPPGSVVPTSVAEASRAMAGDTSLSENYAFAGMYHVFDQHVDEAVPRVRFANDDRHRLACCSLDGSISLCQLVPAPPTVLHVLRGHTRGVSDFAWSLSNDILVSTSLDATMRIWASEDGRCIREIPDPDGAELLCCTFQPVNNNLTVVGNAKHNVHVMNISTGKKVKGGS.... Result: 0 (no interaction). (3) The miRNA is hsa-miR-663b with sequence GGUGGCCCGGCCGUGCCUGAGG. The protein sequence of the target gene is MEVKGPSGRSFCCESEGQFKSCLKRHTPSLLLPSSWKGNSGSCLMAEALHRTSPTPNSCPLPLPLCRMSGVLCSRNLFTFKFSLFQLDSGASGEPGHSLGLTLGFSYCGNCQTAVVSAQPEGMASNGAYPVLGPGVTANPGTSLSVFTALPFTTPAPGPAHGPLLVTAGAPPGGPLVLSTFPSTPLVTEQDGCGPSGAGASNVFVQMRTEVGPVKAAQAQTLVLTQAPLVWQAPGALCGGVVCPPPLLLAAAPVVPVMAAQVVGGTQACEGGWSQGLPLPPPPPPAAQLPPIVSQGNAGP.... Result: 0 (no interaction). (4) The miRNA is hsa-miR-6826-5p with sequence UCAAUAGGAAAGAGGUGGGACCU. The protein sequence of the target gene is MEEPSEPEGLIDWKERCVALEAQLMKFRVQASKIRELLADKMQQLERQVIDAERQAEKAFQEVQVMEEKLKAANIQTSESETRLYKKCQDLESVMQEKDDIIQNLALRLEEQKQVRIQEAKIIEEKAAKIKEWVTVKLNELEVENQNLRFINQTQTEEIRAIQSKLQELQEKKISCVSSPKTSEGQRNLTFGCFLSRAKSPPCVVRCEEVSKMASNEPEITEGRCVEEMEIAEKPADNQVQENSRSQRKLHETSCSSEQNQKTRASFAMDGGTSQNSGVPVSDWSSDEDDGSKGRSKSRC.... Result: 0 (no interaction). (5) The miRNA is mmu-miR-26a-5p with sequence UUCAAGUAAUCCAGGAUAGGCU. The protein sequence of the target gene is MAAAAQLSLTQLSSGNPVYEKYYRQVEAGNTGRVLALDAAAFLKKSGLPDLILGKIWDLADTDGKGVLSKQEFFVALRLVACAQNGLEVSLSSLSLAVPPPRFHDSSSPLLTSGPSVAELPWAVKSEDKAKYDAIFDSLSPVDGFLSGDKVKPVLLNSKLPVEILGRVWELSDIDHDGKLDRDEFAVAMFLVYCALEKEPVPMSLPPALVPPSKRKTWVVSPAEKAKYDEIFLKTDKDMDGYVSGLEVRETFLKTGLPSALLAHIWSLCDTKGCGKLSKDQFALAFHLINQKLIKGIDPP.... Result: 1 (interaction). (6) The miRNA is hsa-miR-6771-5p with sequence CUCGGGAGGGCAUGGGCCAGGC. The protein sequence of the target gene is MAAASPVCGSQASAVGASSPPAPAPAPAAGLGRCRMALLLAVALDVAGMAALLTGVFAQLQVRGRDFGDLLIYSGALLVFLSLLGWILWYTGNIEISRQELERDYGLRPSAIARLARKLSRRWSAPATASPRTTAGLRSARRANRAPQPSSSGSRRVRLQLATLEAGSVAAGTGSE. Result: 0 (no interaction). (7) The miRNA is hsa-miR-6752-3p with sequence UCCCUGCCCCCAUACUCCCAG. The protein sequence of the target gene is MYSEWRSLHLVIQNDQGHTSVLHSYPESVGREVANAVVRPLGQVLGTPSVAGSENLLKTDKEVKWTMEVICYGLTLPLDGETVKYCVDVYTDWIMALVLPKDSIPLPVIKEPNQYVQTILKHLQNLFVPRQEQGSSQIRLCLQVLRAIQKLARESSLMARETWEVLLLFLLQINDILLAPPTVQGGIAENLAEKLIGVLFEVWLLACTRCFPTPPYWKTAKEMVANWRHHPAVVEQWSKVICALTSRLLRFTYGPSFPAFKVPDEDASLIPPEMDNECVAQTWFRFLHMLSNPVDLSNPA.... Result: 1 (interaction). (8) The miRNA is rno-miR-208b-3p with sequence AUAAGACGAACAAAAGGU. Result: 0 (no interaction). The protein sequence of the target gene is MLRDSLKSWNDSQSDLCSSDQEEEEEMVFGENEDGLEEMMDLSDLPTSLFACSVHEAVFEVQEQKERFEALFTLYDDQVTFQLFKSFRRVRINFSKPEAAARARIELHESEFHGRKLKLYFAQVQVSGEARDKSYLLPPQPTKQFLISPPASPPVGWKQSEDAMPVINYDLLCAVSKLGPGEKYELHAGTESTPSVVVHVCESETEEEEDTKNPKQKITQTRRPEAPTAALSERLDCAL. (9) The miRNA is hsa-miR-6724-5p with sequence CUGGGCCCGCGGCGGGCGUGGGG. The protein sequence of the target gene is MIEPSEDSFETMMELKNPSSKQMESSEGSSNTVEETPGSSGAQAGAQAGAQAEAQAETQVEAQAEAQAEAQVEAQVEAQAGSDSGPAQEEKEPPSGPLKEMQELPTNLLQEVEEPSSGPHQEMQELPTDLLQEVEEPSSGPHQEMQELPTDLLREVEEPSSGPYQEMQELPTDLLREVEEPSSGPYQEMQELPTDLLREVEEPSSGPYQEMQELPTDLLREVEEPSSGPYQEMQELPTDLLREVEEPSSDPCEASSNDLPQDMEESSDDGSNQESSDGSNHELSNGSNHESSFGSNPESS.... Result: 0 (no interaction). (10) The miRNA is hsa-miR-940 with sequence AAGGCAGGGCCCCCGCUCCCC. The protein sequence of the target gene is MDLVAFEDVAVNFTQEEWSLLDPSQKNLYREVMQETLRNLASIGEKWKDQNIEDQYKNPRNNLRSLLGERVDENTEENHCGETSSQIPDDTLNKKTSPGVKSCESSVCGEVFVGHSSLNRHIRADTAHKPSEYQEYGQEPYKCQQRKKAFRCHPSFQMQEKAHTGEKLYDCKECGKTFISHSSIQRHMIMHNGDGTYKCKFCGKACPCLSIYLIHERVHTGEKPYKCKQCGKAFSYSTSLQIHERTHTGEKPYECKECGKAFGSPNSLYEHRRTHTGEKPYECKQCGKAFRWFHSFQIHE.... Result: 1 (interaction).